Dataset: Reaction yield outcomes from USPTO patents with 853,638 reactions. Task: Predict the reaction yield, written as a fraction of the theoretical maximum amount of product (1.0 means a 100% yield; for example, 0.34 means a 34% yield). (1) The reactants are [NH:1]1[CH2:5][CH2:4][C@@H:3]2[CH2:6][N:7]([C:9]([O:11][C:12]([CH3:15])([CH3:14])[CH3:13])=[O:10])[CH2:8][C@H:2]12.[Cl:16][C:17]1[CH:22]=[CH:21][C:20](I)=[CH:19][N:18]=1. No catalyst specified. The product is [Cl:16][C:17]1[N:18]=[CH:19][C:20]([N:1]2[CH2:5][CH2:4][C@@H:3]3[CH2:6][N:7]([C:9]([O:11][C:12]([CH3:15])([CH3:14])[CH3:13])=[O:10])[CH2:8][C@H:2]23)=[CH:21][CH:22]=1. The yield is 0.890. (2) The reactants are Cl[S:2]([N:5]=[C:6]=[O:7])(=[O:4])=[O:3].[O:8]([C:15]1[CH:21]=[CH:20][CH:19]=[CH:18][C:16]=1[NH2:17])[C:9]1[CH:14]=[CH:13][CH:12]=[CH:11][CH:10]=1.CCN(C(C)C)C(C)C.[NH2:31][C:32]1[S:33][CH:34]=[CH:35][N:36]=1. The catalyst is O1CCCC1. The product is [O:8]([C:15]1[CH:21]=[CH:20][CH:19]=[CH:18][C:16]=1[NH:17][S:2]([NH:5][C:6]([NH:31][C:32]1[S:33][CH:34]=[CH:35][N:36]=1)=[O:7])(=[O:4])=[O:3])[C:9]1[CH:10]=[CH:11][CH:12]=[CH:13][CH:14]=1. The yield is 0.660. (3) The reactants are [F:1][C:2]1[CH:3]=[C:4]([C:8]2[N:13]=[C:12]([CH3:14])[C:11]([C:15]([OH:17])=O)=[CH:10][N:9]=2)[CH:5]=[CH:6][CH:7]=1.CN(C(SC1[N+]([O-])=CC=CC=1)=[N+](C)C)C.F[P-](F)(F)(F)(F)F.CCN(C(C)C)C(C)C.[Cl:49][C:50]1[CH:51]=[C:52]2[C:56](=[CH:57][CH:58]=1)[N:55]([NH2:59])[C:54]([CH3:60])=[CH:53]2. The catalyst is CN(C=O)C.O.CCOC(C)=O. The product is [Cl:49][C:50]1[CH:51]=[C:52]2[C:56](=[CH:57][CH:58]=1)[N:55]([NH:59][C:15]([C:11]1[C:12]([CH3:14])=[N:13][C:8]([C:4]3[CH:5]=[CH:6][CH:7]=[C:2]([F:1])[CH:3]=3)=[N:9][CH:10]=1)=[O:17])[C:54]([CH3:60])=[CH:53]2. The yield is 0.160.